Predict the product of the given reaction. From a dataset of Forward reaction prediction with 1.9M reactions from USPTO patents (1976-2016). (1) The product is: [Br:19][C:20]1[CH:28]=[CH:27][C:23]([C:24]([N:1]2[CH2:5][CH2:4][CH2:3][C@H:2]2[CH2:6][N:7]2[CH2:11][CH2:10][CH2:9][CH2:8]2)=[O:25])=[C:22]([F:29])[CH:21]=1. Given the reactants [NH:1]1[CH2:5][CH2:4][CH2:3][C@H:2]1[CH2:6][N:7]1[CH2:11][CH2:10][CH2:9][CH2:8]1.CN1CCOCC1.[Br:19][C:20]1[CH:28]=[CH:27][C:23]([C:24](Cl)=[O:25])=[C:22]([F:29])[CH:21]=1, predict the reaction product. (2) The product is: [F:1][C:2]1[CH:3]=[C:4]([CH:15]=[CH:16][CH:17]=1)[CH2:5][O:6][C:7]1[CH:8]=[CH:9][C:10]([CH:13]=[O:14])=[N:11][CH:12]=1. Given the reactants [F:1][C:2]1[CH:3]=[C:4]([CH:15]=[CH:16][CH:17]=1)[CH2:5][O:6][C:7]1[CH:8]=[CH:9][C:10]([CH2:13][OH:14])=[N:11][CH:12]=1, predict the reaction product. (3) Given the reactants [OH:1][C:2]1[CH:3]=[C:4]([CH:6]=[CH:7][C:8]=1[O:9][CH3:10])[NH2:5].[Br:11][C:12]1[C:17]([F:18])=[C:16]([F:19])[C:15]([F:20])=[C:14]([F:21])[C:13]=1[S:22](Cl)(=[O:24])=[O:23], predict the reaction product. The product is: [Br:11][C:12]1[C:17]([F:18])=[C:16]([F:19])[C:15]([F:20])=[C:14]([F:21])[C:13]=1[S:22]([NH:5][C:4]1[CH:6]=[CH:7][C:8]([O:9][CH3:10])=[C:2]([OH:1])[CH:3]=1)(=[O:24])=[O:23]. (4) Given the reactants C([C:5]1[C:17]2[C:8](=[N:9][C:10]3[CH2:11][CH2:12][CH2:13][CH2:14][C:15]=3[CH:16]=2)[S:7][C:6]=1C(O)=O)(C)(C)C, predict the reaction product. The product is: [C:15]([CH:13]1[CH2:12][CH2:11][C:10]2[N:9]=[C:8]3[S:7][CH:6]=[CH:5][C:17]3=[CH:16][C:15]=2[CH2:14]1)([CH3:16])([CH3:14])[CH3:10]. (5) Given the reactants C1C2C(=CC=CC=2)C=C[C:2]=1[S:11]([NH2:14])(=[O:13])=[O:12].[C:15]1([O:25][CH2:26][CH2:27][CH2:28][C:29]2[C:30]3[CH:40]=[CH:39][CH:38]=[CH:37][C:31]=3[S:32][C:33]=2[C:34]([OH:36])=O)[C:24]2[C:19](=[CH:20][CH:21]=[CH:22][CH:23]=2)[CH:18]=[CH:17][CH:16]=1.CS(N)(=O)=O, predict the reaction product. The product is: [CH3:2][S:11]([NH:14][C:34]([C:33]1[S:32][C:31]2[CH:37]=[CH:38][CH:39]=[CH:40][C:30]=2[C:29]=1[CH2:28][CH2:27][CH2:26][O:25][C:15]1[C:24]2[C:19](=[CH:20][CH:21]=[CH:22][CH:23]=2)[CH:18]=[CH:17][CH:16]=1)=[O:36])(=[O:13])=[O:12].